From a dataset of Reaction yield outcomes from USPTO patents with 853,638 reactions. Predict the reaction yield, written as a fraction of the theoretical maximum amount of product (1.0 means a 100% yield; for example, 0.34 means a 34% yield). (1) The reactants are [C:1](Cl)(=[O:19])[CH2:2][CH2:3][CH2:4][CH2:5][CH2:6][CH2:7][CH2:8]/[CH:9]=[CH:10]\[CH2:11][CH2:12][CH2:13][CH2:14][CH2:15][CH2:16][CH2:17][CH3:18].[CH2:21](O)[CH2:22][CH2:23][CH2:24][CH2:25][CH2:26][CH2:27][CH2:28][CH:29]=[CH2:30].C(OCC)(=[O:34])C.CCCCCC. No catalyst specified. The product is [C:1]([O:19][CH2:30][CH2:29][CH2:28][CH2:27][CH2:26][CH2:25][CH2:24][CH2:23][CH:22]=[CH2:21])(=[O:34])[CH2:2][CH2:3][CH2:4][CH2:5][CH2:6][CH2:7][CH2:8]/[CH:9]=[CH:10]\[CH2:11][CH2:12][CH2:13][CH2:14][CH2:15][CH2:16][CH2:17][CH3:18]. The yield is 0.975. (2) The reactants are [C:1]([OH:9])(=O)[C:2]1[CH:7]=[CH:6][CH:5]=[CH:4][CH:3]=1.[C:10]1([CH:16]([NH2:26])[C:17]2[NH:25][C:20]3=[CH:21][N:22]=[CH:23][CH:24]=[C:19]3[CH:18]=2)[CH:15]=[CH:14][CH:13]=[CH:12][CH:11]=1. The yield is 0.0900. The product is [C:10]1([CH:16]([C:17]2[NH:25][C:20]3=[CH:21][N:22]=[CH:23][CH:24]=[C:19]3[CH:18]=2)[NH:26][C:1](=[O:9])[C:2]2[CH:3]=[CH:4][CH:5]=[CH:6][CH:7]=2)[CH:11]=[CH:12][CH:13]=[CH:14][CH:15]=1. No catalyst specified. (3) The reactants are [F:1][C:2]([F:36])([F:35])[C:3]1[CH:8]=[CH:7][C:6]([C:9]2[CH:10]=[C:11]([C:25]([CH2:32][CH:33]=[CH2:34])([CH2:29][CH:30]=[CH2:31])[C:26]([OH:28])=[O:27])[CH:12]=[CH:13][C:14]=2[C:15]2[CH:20]=[CH:19][C:18]([C:21]([F:24])([F:23])[F:22])=[CH:17][CH:16]=2)=[CH:5][CH:4]=1. The catalyst is C(O)C.[Pd]. The product is [F:1][C:2]([F:35])([F:36])[C:3]1[CH:4]=[CH:5][C:6]([C:9]2[CH:10]=[C:11]([C:25]([CH2:32][CH2:33][CH3:34])([CH2:29][CH2:30][CH3:31])[C:26]([OH:28])=[O:27])[CH:12]=[CH:13][C:14]=2[C:15]2[CH:20]=[CH:19][C:18]([C:21]([F:23])([F:24])[F:22])=[CH:17][CH:16]=2)=[CH:7][CH:8]=1. The yield is 0.660. (4) The reactants are CN(C(ON1N=NC2C=CC=NC1=2)=[N+](C)C)C.F[P-](F)(F)(F)(F)F.[CH3:25][N:26]1[C:30]([C:31]2[CH:36]=[CH:35][CH:34]=[CH:33][CH:32]=2)=[C:29]([C:37]([OH:39])=O)[C:28](=[O:40])[N:27]1[CH3:41].[F:42][C:43]1[CH:44]=[C:45]([NH2:62])[CH:46]=[CH:47][C:48]=1[O:49][C:50]1[C:59]2[C:54](=[CH:55][C:56]([O:60][CH3:61])=[CH:57][CH:58]=2)[N:53]=[CH:52][CH:51]=1.C(N(CC)CC)C. The catalyst is CN(C=O)C.CCOC(C)=O. The product is [F:42][C:43]1[CH:44]=[C:45]([NH:62][C:37]([C:29]2[C:28](=[O:40])[N:27]([CH3:41])[N:26]([CH3:25])[C:30]=2[C:31]2[CH:32]=[CH:33][CH:34]=[CH:35][CH:36]=2)=[O:39])[CH:46]=[CH:47][C:48]=1[O:49][C:50]1[C:59]2[C:54](=[CH:55][C:56]([O:60][CH3:61])=[CH:57][CH:58]=2)[N:53]=[CH:52][CH:51]=1. The yield is 0.350. (5) The reactants are [C:1]1(B(O)O)[C:10]2[C:5](=[CH:6][CH:7]=[CH:8][CH:9]=2)[CH:4]=[CH:3][CH:2]=1.C(=O)([O-])[O-].[Cs+].[Cs+].Br[C:21]1[C:29]([CH3:30])=[CH:28][CH:27]=[C:26]2[C:22]=1[CH:23]=[CH:24][CH2:25]2. The catalyst is C(COC)OC.C1C=CC([P]([Pd]([P](C2C=CC=CC=2)(C2C=CC=CC=2)C2C=CC=CC=2)([P](C2C=CC=CC=2)(C2C=CC=CC=2)C2C=CC=CC=2)[P](C2C=CC=CC=2)(C2C=CC=CC=2)C2C=CC=CC=2)(C2C=CC=CC=2)C2C=CC=CC=2)=CC=1. The product is [C:1]1([C:21]2[C:29]([CH3:30])=[CH:28][CH:27]=[C:26]3[C:22]=2[CH:23]=[CH:24][CH2:25]3)[C:10]2[C:5](=[CH:6][CH:7]=[CH:8][CH:9]=2)[CH:4]=[CH:3][CH:2]=1. The yield is 0.870. (6) The reactants are P(Cl)(Cl)([Cl:3])=O.O[C:7]1[N:12]=[CH:11][N:10]=[C:9]2[N:13]([C:16]3[C:23]([C:24]#[N:25])=[CH:22][CH:21]=[CH:20][C:17]=3[C:18]#[N:19])[N:14]=[CH:15][C:8]=12. No catalyst specified. The product is [Cl:3][C:7]1[N:12]=[CH:11][N:10]=[C:9]2[N:13]([C:16]3[C:23]([C:24]#[N:25])=[CH:22][CH:21]=[CH:20][C:17]=3[C:18]#[N:19])[N:14]=[CH:15][C:8]=12. The yield is 0.439.